From a dataset of Full USPTO retrosynthesis dataset with 1.9M reactions from patents (1976-2016). Predict the reactants needed to synthesize the given product. (1) Given the product [Cl:22][C:13]1[CH:14]=[CH:15][CH:16]=[C:17]([C:18]([F:20])([F:19])[F:21])[C:12]=1[C:11]([N:8]1[C:9]2[C:5](=[CH:4][CH:3]=[C:2]([C:37]#[C:36][CH2:35][O:38][CH:39]3[CH2:44][CH2:43][CH2:42][CH2:41][O:40]3)[CH:10]=2)[C:6]([C:24]2[CH:33]=[CH:32][C:27]([C:28]([O:30][CH3:31])=[O:29])=[CH:26][C:25]=2[F:34])=[N:7]1)=[O:23], predict the reactants needed to synthesize it. The reactants are: Br[C:2]1[CH:10]=[C:9]2[C:5]([C:6]([C:24]3[CH:33]=[CH:32][C:27]([C:28]([O:30][CH3:31])=[O:29])=[CH:26][C:25]=3[F:34])=[N:7][N:8]2[C:11](=[O:23])[C:12]2[C:17]([C:18]([F:21])([F:20])[F:19])=[CH:16][CH:15]=[CH:14][C:13]=2[Cl:22])=[CH:4][CH:3]=1.[CH2:35]([O:38][CH:39]1[CH2:44][CH2:43][CH2:42][CH2:41][O:40]1)[C:36]#[CH:37]. (2) Given the product [CH2:31]([NH:33][C:34]1[NH:30][C:25]2[CH:24]=[C:23]([C:20]3[CH:21]=[CH:22][C:16]4[O:15][CH2:14][CH2:13][N:12]([C:10]5[C:9]6[C:4](=[CH:5][CH:6]=[CH:7][CH:8]=6)[N:3]=[C:2]([CH3:1])[N:11]=5)[CH2:18][C:17]=4[CH:19]=3)[CH:28]=[CH:27][C:26]=2[N:29]=1)[CH3:32].[CH3:53][C:49]([CH2:50][C:51]([OH:15])=[O:52])=[O:36], predict the reactants needed to synthesize it. The reactants are: [CH3:1][C:2]1[N:11]=[C:10]([N:12]2[CH2:18][C:17]3[CH:19]=[C:20]([C:23]4[CH:24]=[C:25]([NH2:30])[C:26]([NH2:29])=[CH:27][CH:28]=4)[CH:21]=[CH:22][C:16]=3[O:15][CH2:14][CH2:13]2)[C:9]2[C:4](=[CH:5][CH:6]=[CH:7][CH:8]=2)[N:3]=1.[CH2:31]([N:33]=[C:34]=S)[CH3:32].[OH2:36].Cl.CN(C)CCCN=C=NCC.[CH2:49]1[CH2:53][O:52][CH2:51][CH2:50]1. (3) Given the product [Br:8][C:6]1[N:7]=[C:2]([N:22]2[C:23]3[C:19](=[CH:18][C:17]([Br:16])=[CH:25][C:24]=3[Cl:26])[CH2:20][CH2:21]2)[C:3](=[O:15])[N:4]([C@@H:9]([CH2:12][O:13][CH3:14])[CH2:10][CH3:11])[CH:5]=1, predict the reactants needed to synthesize it. The reactants are: Br[C:2]1[C:3](=[O:15])[N:4]([C@@H:9]([CH2:12][O:13][CH3:14])[CH2:10][CH3:11])[CH:5]=[C:6]([Br:8])[N:7]=1.[Br:16][C:17]1[CH:18]=[C:19]2[C:23](=[C:24]([Cl:26])[CH:25]=1)[NH:22][CH2:21][CH2:20]2. (4) Given the product [F:38][CH:37]([F:39])[CH2:36][N:9]1[CH2:8][CH:7]([C:2]2[CH:3]=[CH:4][CH:5]=[CH:6][N:1]=2)[O:24][C:11]2([CH2:16][CH2:15][N:14]([C:17]([O:19][C:20]([CH3:21])([CH3:23])[CH3:22])=[O:18])[CH2:13][CH2:12]2)[CH2:10]1, predict the reactants needed to synthesize it. The reactants are: [N:1]1[CH:6]=[CH:5][CH:4]=[CH:3][C:2]=1[CH:7]1[O:24][C:11]2([CH2:16][CH2:15][N:14]([C:17]([O:19][C:20]([CH3:23])([CH3:22])[CH3:21])=[O:18])[CH2:13][CH2:12]2)[CH2:10][NH:9][CH2:8]1.C(=O)([O-])O.[Na+].FC(F)(F)S(O[CH2:36][CH:37]([F:39])[F:38])(=O)=O. (5) The reactants are: [N+:1]([C:4]1[CH:9]=[CH:8][CH:7]=[C:6]([N+:10]([O-])=O)[C:5]=1[OH:13])([O-:3])=[O:2].[H][H]. Given the product [NH2:10][C:6]1[CH:7]=[CH:8][CH:9]=[C:4]([N+:1]([O-:3])=[O:2])[C:5]=1[OH:13], predict the reactants needed to synthesize it. (6) Given the product [NH:1]1[C:9]2[C:4](=[CH:5][C:6](/[C:10](/[C:20]3[CH:21]=[CH:22][C:23]([CH2:26][CH2:27][C:28]([OH:30])=[O:29])=[CH:24][CH:25]=3)=[C:11](/[C:14]3[CH:19]=[CH:18][CH:17]=[CH:16][CH:15]=3)\[CH2:12][CH3:13])=[CH:7][CH:8]=2)[CH:3]=[N:2]1, predict the reactants needed to synthesize it. The reactants are: [NH:1]1[C:9]2[C:4](=[CH:5][C:6](/[C:10](/[C:20]3[CH:25]=[CH:24][C:23](/[CH:26]=[CH:27]/[C:28]([O:30]CC)=[O:29])=[CH:22][CH:21]=3)=[C:11](/[C:14]3[CH:19]=[CH:18][CH:17]=[CH:16][CH:15]=3)\[CH2:12][CH3:13])=[CH:7][CH:8]=2)[CH:3]=[N:2]1.[H][H].